Dataset: Reaction yield outcomes from USPTO patents with 853,638 reactions. Task: Predict the reaction yield, written as a fraction of the theoretical maximum amount of product (1.0 means a 100% yield; for example, 0.34 means a 34% yield). (1) The catalyst is N1C=CC=CC=1. The yield is 0.990. The product is [CH3:1][C:2]1([CH3:12])[O:6][C@H:5]2[CH2:7][S:8][C@H:9]([CH2:10][O:11][C:13](=[O:20])[C:14]3[CH:19]=[CH:18][CH:17]=[CH:16][CH:15]=3)[C@H:4]2[O:3]1. The reactants are [CH3:1][C:2]1([CH3:12])[O:6][C@H:5]2[CH2:7][S:8][C@H:9]([CH:10]=[O:11])[C@H:4]2[O:3]1.[C:13](Cl)(=[O:20])[C:14]1[CH:19]=[CH:18][CH:17]=[CH:16][CH:15]=1. (2) The reactants are [CH:1]([C:3]1[CH:4]=[C:5](B(O)O)[O:6][CH:7]=1)=[O:2].I[C:12]1[C:20]2[C:15](=[N:16][CH:17]=[N:18][C:19]=2[NH2:21])[N:14]([CH:22]([CH3:24])[CH3:23])[N:13]=1.C([O-])([O-])=O.[Na+].[Na+]. The catalyst is CCO.COCCOC.C1C=CC([P]([Pd]([P](C2C=CC=CC=2)(C2C=CC=CC=2)C2C=CC=CC=2)([P](C2C=CC=CC=2)(C2C=CC=CC=2)C2C=CC=CC=2)[P](C2C=CC=CC=2)(C2C=CC=CC=2)C2C=CC=CC=2)(C2C=CC=CC=2)C2C=CC=CC=2)=CC=1. The product is [NH2:21][C:19]1[N:18]=[CH:17][N:16]=[C:15]2[N:14]([CH:22]([CH3:24])[CH3:23])[N:13]=[C:12]([C:5]3[O:6][CH:7]=[C:3]([CH:1]=[O:2])[CH:4]=3)[C:20]=12. The yield is 0.390. (3) The reactants are [F:1][C:2]1[C:7]([F:8])=[CH:6][CH:5]=[C:4]([F:9])[C:3]=1[CH2:10][C:11](=[O:13])[CH3:12].[C:14](O)(=O)C.N1CCCCC1.C=O. The catalyst is CC#N. The product is [F:1][C:2]1[C:7]([F:8])=[CH:6][CH:5]=[C:4]([F:9])[C:3]=1[C:10](=[CH2:14])[C:11](=[O:13])[CH3:12]. The yield is 0.615.